This data is from Reaction yield outcomes from USPTO patents with 853,638 reactions. The task is: Predict the reaction yield, written as a fraction of the theoretical maximum amount of product (1.0 means a 100% yield; for example, 0.34 means a 34% yield). (1) The yield is 0.610. The reactants are [Br:1][CH:2]1[C:7]2([C:10]3[CH:15]=[CH:14][C:13]([Cl:16])=[CH:12][CH:11]=3)[CH2:8][CH2:9][C:4]([CH:17]=[CH:18][O:19][CH3:20])([CH2:5][O:6]2)[CH2:3]1.[Cr](Cl)([O-])(=O)=[O:22].[NH+]1C=CC=CC=1. The product is [CH3:20][O:19][C:18](=[O:22])[CH2:17][C:4]12[CH2:9][CH2:8][C:7]([C:10]3[CH:15]=[CH:14][C:13]([Cl:16])=[CH:12][CH:11]=3)([CH:2]([Br:1])[CH2:3]1)[O:6][CH2:5]2. The catalyst is ClCCl.O1CCCC1. (2) The reactants are [NH2:1][C:2]1[CH:7]=[CH:6][C:5]([C:8]2[C:9]([NH2:18])=[N:10][C:11]([NH2:17])=[N:12][C:13]=2[CH:14]2[CH2:16][CH2:15]2)=[CH:4][CH:3]=1.[CH3:19][S:20]([C:23]1[CH:30]=[CH:29][CH:28]=[CH:27][C:24]=1C=O)(=[O:22])=[O:21].[BH3-][C:32]#N.[Na+].C(O)(=O)C. The catalyst is CO. The product is [CH:14]1([C:13]2[N:12]=[C:11]([NH2:17])[N:10]=[C:9]([NH2:18])[C:8]=2[C:5]2[CH:4]=[CH:3][C:2]([NH:1][CH2:32][C:28]3[CH:27]=[CH:24][C:23]([S:20]([CH3:19])(=[O:21])=[O:22])=[CH:30][CH:29]=3)=[CH:7][CH:6]=2)[CH2:16][CH2:15]1. The yield is 0.220. (3) The reactants are S1[CH2:6][CH:5]=[C:4]([C:7]2[CH:12]=[C:11]([F:13])[C:10]([C:14]3[N:19]=[C:18]([C:20]([O:22][CH3:23])=[O:21])[CH:17]=[CH:16][C:15]=3[F:24])=[C:9]([F:25])[CH:8]=2)[CH2:3][CH2:2]1.O[O:27][S:28]([O-:30])=O.[K+]. The catalyst is C(Cl)Cl. The product is [O:27]=[S:28]1(=[O:30])[CH2:2][CH:3]=[C:4]([C:7]2[CH:12]=[C:11]([F:13])[C:10]([C:14]3[N:19]=[C:18]([C:20]([O:22][CH3:23])=[O:21])[CH:17]=[CH:16][C:15]=3[F:24])=[C:9]([F:25])[CH:8]=2)[CH2:5][CH2:6]1. The yield is 1.00.